Dataset: NCI-60 drug combinations with 297,098 pairs across 59 cell lines. Task: Regression. Given two drug SMILES strings and cell line genomic features, predict the synergy score measuring deviation from expected non-interaction effect. Drug 1: C1CC(=O)NC(=O)C1N2CC3=C(C2=O)C=CC=C3N. Drug 2: CN(C)C1=NC(=NC(=N1)N(C)C)N(C)C. Cell line: IGROV1. Synergy scores: CSS=2.25, Synergy_ZIP=-0.321, Synergy_Bliss=-2.46, Synergy_Loewe=-1.66, Synergy_HSA=-1.11.